Dataset: Peptide-MHC class I binding affinity with 185,985 pairs from IEDB/IMGT. Task: Regression. Given a peptide amino acid sequence and an MHC pseudo amino acid sequence, predict their binding affinity value. This is MHC class I binding data. The peptide sequence is GIGGFINTK. The MHC is HLA-A33:01 with pseudo-sequence HLA-A33:01. The binding affinity (normalized) is 0.0870.